From a dataset of Reaction yield outcomes from USPTO patents with 853,638 reactions. Predict the reaction yield, written as a fraction of the theoretical maximum amount of product (1.0 means a 100% yield; for example, 0.34 means a 34% yield). (1) The reactants are [CH2:1]([O:8][C:9]1[CH:14]=[CH:13][C:12](Br)=[C:11]([F:16])[CH:10]=1)[C:2]1[CH:7]=[CH:6][CH:5]=[CH:4][CH:3]=1.[F:17][C:18]([F:34])([F:33])[O:19][C:20]1[CH:32]=[CH:31][C:23]([O:24][CH:25]2[CH2:30][CH2:29][NH:28][CH2:27][CH2:26]2)=[CH:22][CH:21]=1.CC(C)([O-])C.[Na+].C1(P(C2C=CC=CC=2)C2C=CC3C(=CC=CC=3)C=2C2C3C(=CC=CC=3)C=CC=2P(C2C=CC=CC=2)C2C=CC=CC=2)C=CC=CC=1.[Cl-].[NH4+]. The catalyst is C([O-])(=O)C.[Pd+2].C([O-])(=O)C.C1(C)C=CC=CC=1. The product is [CH2:1]([O:8][C:9]1[CH:14]=[CH:13][C:12]([N:28]2[CH2:29][CH2:30][CH:25]([O:24][C:23]3[CH:22]=[CH:21][C:20]([O:19][C:18]([F:17])([F:33])[F:34])=[CH:32][CH:31]=3)[CH2:26][CH2:27]2)=[C:11]([F:16])[CH:10]=1)[C:2]1[CH:7]=[CH:6][CH:5]=[CH:4][CH:3]=1. The yield is 0.710. (2) The reactants are C([O:3][C:4]([C:6]1[CH:10]=[C:9]([C:11]2[N:12]=[C:13]([NH:16][C:17]([N:19]([CH2:28][CH2:29][CH:30]([C:37]3[CH:42]=[CH:41][CH:40]=[CH:39][CH:38]=3)[C:31]3[CH:36]=[CH:35][CH:34]=[CH:33][CH:32]=3)[CH2:20][CH2:21][N:22]3[CH2:27][CH2:26][O:25][CH2:24][CH2:23]3)=[O:18])[S:14][CH:15]=2)[O:8][N:7]=1)=[O:5])C.[OH-].[Na+].Cl. The catalyst is CCO. The product is [C:37]1([CH:30]([C:31]2[CH:32]=[CH:33][CH:34]=[CH:35][CH:36]=2)[CH2:29][CH2:28][N:19]([CH2:20][CH2:21][N:22]2[CH2:27][CH2:26][O:25][CH2:24][CH2:23]2)[C:17](=[O:18])[NH:16][C:13]2[S:14][CH:15]=[C:11]([C:9]3[O:8][N:7]=[C:6]([C:4]([OH:5])=[O:3])[CH:10]=3)[N:12]=2)[CH:42]=[CH:41][CH:40]=[CH:39][CH:38]=1. The yield is 1.00. (3) The reactants are [F:1][C:2]1[CH:3]=[C:4]([NH:13][C:14]([C@@H:16]2[N:25]([C:26]([C@H:28]3[CH2:30][C@@H:29]3[CH2:31][C:32]([O:34]CC3C=CC=CC=3)=[O:33])=[O:27])[CH2:24][CH2:23][C:22]3[N:21]=[C:20]([O:42][CH3:43])[CH:19]=[CH:18][C:17]2=3)=[O:15])[CH:5]=[C:6]([F:12])[C:7]=1[Si:8]([CH3:11])([CH3:10])[CH3:9]. The catalyst is CO.[C].[Pd]. The product is [F:1][C:2]1[CH:3]=[C:4]([NH:13][C:14]([C@@H:16]2[N:25]([C:26]([CH:28]3[CH2:30][CH:29]3[CH2:31][C:32]([OH:34])=[O:33])=[O:27])[CH2:24][CH2:23][C:22]3[N:21]=[C:20]([O:42][CH3:43])[CH:19]=[CH:18][C:17]2=3)=[O:15])[CH:5]=[C:6]([F:12])[C:7]=1[Si:8]([CH3:11])([CH3:9])[CH3:10]. The yield is 0.800. (4) The reactants are [CH2:1]([N:8]([CH2:28][C:29]1[CH:34]=[CH:33][CH:32]=[CH:31][CH:30]=1)[C:9]1[CH:14]=[CH:13][C:12]([F:15])=[C:11]([C:16]2[C:20]([C:21]3[CH:26]=[CH:25][N:24]=[CH:23][CH:22]=3)=[CH:19][NH:18][N:17]=2)[C:10]=1[F:27])[C:2]1[CH:7]=[CH:6][CH:5]=[CH:4][CH:3]=1.[OH-].[Na+].[CH2:37](I)[CH3:38]. The catalyst is C(Cl)Cl.[Br-].C([N+](CCCC)(CCCC)CCCC)CCC.O. The product is [CH2:28]([N:8]([CH2:1][C:2]1[CH:3]=[CH:4][CH:5]=[CH:6][CH:7]=1)[C:9]1[CH:14]=[CH:13][C:12]([F:15])=[C:11]([C:16]2[C:20]([C:21]3[CH:26]=[CH:25][N:24]=[CH:23][CH:22]=3)=[CH:19][N:18]([CH2:37][CH3:38])[N:17]=2)[C:10]=1[F:27])[C:29]1[CH:34]=[CH:33][CH:32]=[CH:31][CH:30]=1. The yield is 0.520. (5) The reactants are [Cl:1][C:2]1[N:7]=[C:6]2[NH:8][CH:9]=[CH:10][C:5]2=[C:4]([C:11]2([OH:17])[CH2:16][CH2:15][NH:14][CH2:13][CH2:12]2)[CH:3]=1.[Cl:18][C:19]1[CH:20]=[C:21]2[CH2:32][C@@H:31]([CH2:33][C:34](O)=[O:35])[C:30](=[O:37])[N:29]([CH2:38][C:39]([CH3:42])([CH3:41])[CH3:40])[CH2:28][C:22]2=[C:23]2[C:27]=1[NH:26][CH:25]=[CH:24]2.C(Cl)CCl.C1C=CC2N(O)N=NC=2C=1.C(N(C(C)C)CC)(C)C. The catalyst is CN(C=O)C. The product is [Cl:18][C:19]1[CH:20]=[C:21]2[CH2:32][C@@H:31]([CH2:33][C:34]([N:14]3[CH2:13][CH2:12][C:11]([C:4]4[CH:3]=[C:2]([Cl:1])[N:7]=[C:6]5[NH:8][CH:9]=[CH:10][C:5]=45)([OH:17])[CH2:16][CH2:15]3)=[O:35])[C:30](=[O:37])[N:29]([CH2:38][C:39]([CH3:42])([CH3:41])[CH3:40])[CH2:28][C:22]2=[C:23]2[C:27]=1[NH:26][CH:25]=[CH:24]2. The yield is 0.570.